Dataset: Catalyst prediction with 721,799 reactions and 888 catalyst types from USPTO. Task: Predict which catalyst facilitates the given reaction. (1) Product: [Cl:20][C:4]1[CH:5]=[C:6]([CH:18]=[CH:19][C:3]=1[C:1](=[N:21][OH:22])[NH2:2])[CH2:7][N:8]([CH3:17])[CH2:9][C:10]([O:12][C:13]([CH3:15])([CH3:14])[CH3:16])=[O:11]. The catalyst class is: 8. Reactant: [C:1]([C:3]1[CH:19]=[CH:18][C:6]([CH2:7][N:8]([CH3:17])[CH2:9][C:10]([O:12][C:13]([CH3:16])([CH3:15])[CH3:14])=[O:11])=[CH:5][C:4]=1[Cl:20])#[N:2].[NH2:21][OH:22]. (2) Reactant: [Br:1]Br.[C:3]([C:7]1[O:8][CH:9]=[C:10]([C@@H:12]2[CH2:17][CH2:16][C@H:15]([F:18])[CH2:14][C@H:13]2[C:19]([O:21][CH3:22])=[O:20])[N:11]=1)([CH3:6])([CH3:5])[CH3:4]. Product: [Br:1][C:9]1[O:8][C:7]([C:3]([CH3:6])([CH3:4])[CH3:5])=[N:11][C:10]=1[C@@H:12]1[CH2:17][CH2:16][C@H:15]([F:18])[CH2:14][C@H:13]1[C:19]([O:21][CH3:22])=[O:20]. The catalyst class is: 146. (3) Reactant: [C:1]([O:4][CH2:5][C:6]1[CH2:13][S:12][C@@H:11]2[N:8]([C:9](=[O:19])[C@H:10]2[NH:14][C:15](=[O:18])[CH2:16]Cl)[C:7]=1[C:20]([O:22][CH3:23])=[O:21])(=[O:3])[CH3:2].C(N(CC)CC)C.C(N(C(C)C)CC)(C)C.[N:40]1[CH:45]=[CH:44][CH:43]=[CH:42][C:41]=1[CH2:46][NH:47][CH2:48][C:49]1[CH:54]=[CH:53][CH:52]=[CH:51][N:50]=1. Product: [C:1]([O:4][CH2:5][C:6]1[CH2:13][S:12][C@@H:11]2[N:8]([C:9](=[O:19])[C@H:10]2[NH:14][C:15](=[O:18])[CH2:16][N:47]([CH2:46][C:41]2[CH:42]=[CH:43][CH:44]=[CH:45][N:40]=2)[CH2:48][C:49]2[CH:54]=[CH:53][CH:52]=[CH:51][N:50]=2)[C:7]=1[C:20]([O:22][CH3:23])=[O:21])(=[O:3])[CH3:2]. The catalyst class is: 10. (4) Reactant: F[C:2]1[CH:9]=[CH:8][C:7]([F:10])=[CH:6][C:3]=1[C:4]#[N:5].[NH:11]1[CH:15]=[N:14][CH:13]=[N:12]1.C([O-])([O-])=O.[Cs+].[Cs+]. Product: [F:10][C:7]1[CH:8]=[CH:9][C:2]([N:11]2[CH:15]=[N:14][CH:13]=[N:12]2)=[C:3]([CH:6]=1)[C:4]#[N:5]. The catalyst class is: 3.